This data is from Catalyst prediction with 721,799 reactions and 888 catalyst types from USPTO. The task is: Predict which catalyst facilitates the given reaction. (1) Reactant: [CH:1](=[O:10])[CH:2]=[CH:3][C:4]1[CH:9]=[CH:8][CH:7]=[CH:6][CH:5]=1.[C:11]([C:13]1C(=O)C(Cl)=C(Cl)[C:15](=[O:16])[C:14]=1C#N)#N.C(O)CCC.O.[O-2].[O-2].[O-2].O=[Si]=O.O=[Si]=O.O=[Si]=O.O=[Si]=O.[Al+3].[Al+3]. Product: [C:1]([O:16][CH2:15][CH2:14][CH2:13][CH3:11])(=[O:10])[CH:2]=[CH:3][C:4]1[CH:9]=[CH:8][CH:7]=[CH:6][CH:5]=1. The catalyst class is: 11. (2) Reactant: [NH2:1][CH2:2][C@H:3]([C:5]1[CH:10]=[C:9]([O:11][CH2:12][C@H:13]2[CH2:17][O:16][C:15]([CH3:19])([CH3:18])[O:14]2)[CH:8]=[CH:7][C:6]=1[F:20])[OH:4].C([O-])([O-])=O.[K+].[K+].[CH:27]1[CH:32]=[CH:31][C:30]([CH2:33]Br)=[CH:29][CH:28]=1. Product: [CH2:33]([N:1]([CH2:3][C:5]1[CH:10]=[CH:9][CH:8]=[CH:7][CH:6]=1)[CH2:2][C@H:3]([C:5]1[CH:10]=[C:9]([O:11][CH2:12][C@H:13]2[CH2:17][O:16][C:15]([CH3:18])([CH3:19])[O:14]2)[CH:8]=[CH:7][C:6]=1[F:20])[OH:4])[C:30]1[CH:31]=[CH:32][CH:27]=[CH:28][CH:29]=1. The catalyst class is: 14. (3) The catalyst class is: 178. Product: [NH2:8][C:6]1[CH:5]=[CH:4][C:3]([CH:11]([C:13]2[CH:18]=[CH:17][CH:16]=[CH:15][N:14]=2)[OH:12])=[C:2]([CH3:1])[CH:7]=1. Reactant: [CH3:1][C:2]1[CH:7]=[C:6]([N+:8]([O-])=O)[CH:5]=[CH:4][C:3]=1[CH:11]([C:13]1[CH:18]=[CH:17][CH:16]=[CH:15][N:14]=1)[OH:12]. (4) Reactant: Br[C:2]1[CH:3]=[C:4]([C:24]([F:27])([F:26])[F:25])[N:5]2[CH2:22][CH2:21][N:20]([CH3:23])[C:7]3([CH2:12][CH2:11][N:10]([C:13]([O:15][C:16]([CH3:19])([CH3:18])[CH3:17])=[O:14])[CH2:9][CH2:8]3)[C:6]=12.[C:28]([Zn]C#N)#[N:29]. Product: [C:28]([C:2]1[CH:3]=[C:4]([C:24]([F:26])([F:25])[F:27])[N:5]2[CH2:22][CH2:21][N:20]([CH3:23])[C:7]3([CH2:8][CH2:9][N:10]([C:13]([O:15][C:16]([CH3:19])([CH3:18])[CH3:17])=[O:14])[CH2:11][CH2:12]3)[C:6]=12)#[N:29]. The catalyst class is: 128. (5) Reactant: [NH2:1][C:2]1[CH:7]=[CH:6][C:5]([C:8]2[S:9][C:10]3[CH:16]([OH:17])[CH2:15][CH2:14][CH2:13][C:11]=3[N:12]=2)=[CH:4][CH:3]=1.C=O.[BH3-][C:21]#N.[Na+]. Product: [CH3:21][NH:1][C:2]1[CH:3]=[CH:4][C:5]([C:8]2[S:9][C:10]3[CH:16]([OH:17])[CH2:15][CH2:14][CH2:13][C:11]=3[N:12]=2)=[CH:6][CH:7]=1. The catalyst class is: 1. (6) Reactant: [C:1]([N:4]1[CH2:9][CH2:8][NH:7][CH2:6][CH2:5]1)(=[O:3])[CH3:2].C(N(CC)CC)C.[CH3:17][O:18][CH2:19][O:20][C:21]1[C:30]([CH3:31])=[C:29]2[C:24]([C:25](=[O:37])[C:26]([CH3:36])=[C:27](S(C)(=O)=O)[O:28]2)=[CH:23][CH:22]=1.C(OCC)(=O)C. Product: [C:1]([N:4]1[CH2:9][CH2:8][N:7]([C:27]2[O:28][C:29]3[C:24]([C:25](=[O:37])[C:26]=2[CH3:36])=[CH:23][CH:22]=[C:21]([O:20][CH2:19][O:18][CH3:17])[C:30]=3[CH3:31])[CH2:6][CH2:5]1)(=[O:3])[CH3:2]. The catalyst class is: 16. (7) Reactant: [Br:1][C:2]1[CH:3]=[C:4]([CH2:8][CH2:9][CH2:10][C:11]([NH:13][NH2:14])=[O:12])[CH:5]=[CH:6][CH:7]=1.[CH2:15]([N:17]=[C:18]=[O:19])[CH3:16]. Product: [Br:1][C:2]1[CH:3]=[C:4]([CH2:8][CH2:9][CH2:10][C:11]([NH:13][NH:14][C:18]([NH:17][CH2:15][CH3:16])=[O:19])=[O:12])[CH:5]=[CH:6][CH:7]=1. The catalyst class is: 1. (8) Reactant: C([O:4][C:5]1[CH:10]=[C:9]([S:11]([C:14]([F:17])([F:16])[F:15])(=[O:13])=[O:12])[CH:8]=[CH:7][C:6]=1[O:18][CH2:19][C@H:20]1[CH2:22][O:21]1)(=O)C.[OH-].[K+]. Product: [F:16][C:14]([F:15])([F:17])[S:11]([C:9]1[CH:8]=[CH:7][C:6]2[O:18][CH2:19][C@H:20]([CH2:22][OH:21])[O:4][C:5]=2[CH:10]=1)(=[O:12])=[O:13]. The catalyst class is: 12. (9) Reactant: [Cl:1][C:2]1[CH:3]=[CH:4][C:5]([OH:30])=[C:6]([C:8]2[C:12]([C:13]#[C:14][C:15]3[CH:20]=[CH:19][C:18]([NH:21][C:22]([C@@H:24]4[CH2:29][CH2:28][CH2:27][CH2:26][NH:25]4)=[O:23])=[CH:17][CH:16]=3)=[CH:11][NH:10][N:9]=2)[CH:7]=1.[NH:31]([C:42]([O:44][C:45]([CH3:48])([CH3:47])[CH3:46])=[O:43])[C@@H:32]([C:39](O)=[O:40])[C:33]1[CH:38]=[CH:37][CH:36]=[CH:35][CH:34]=1.CC(C)N=C=NC(C)C. Product: [C:45]([O:44][C:42](=[O:43])[NH:31][C@H:32]([C:33]1[CH:34]=[CH:35][CH:36]=[CH:37][CH:38]=1)[C:39]([N:25]1[CH2:26][CH2:27][CH2:28][CH2:29][C@H:24]1[C:22](=[O:23])[NH:21][C:18]1[CH:17]=[CH:16][C:15]([C:14]#[C:13][C:12]2[C:8]([C:6]3[CH:7]=[C:2]([Cl:1])[CH:3]=[CH:4][C:5]=3[OH:30])=[N:9][NH:10][CH:11]=2)=[CH:20][CH:19]=1)=[O:40])([CH3:48])([CH3:46])[CH3:47]. The catalyst class is: 1. (10) Reactant: Cl[CH2:2][C:3]1[N:8]=[C:7]([C:9]([NH:11][C:12]2[CH:17]=[CH:16][C:15]([N:18]3[CH2:23][CH2:22][CH2:21][CH2:20][CH2:19]3)=[CH:14][C:13]=2[C:24](=[O:41])[NH:25][C:26]2[CH:30]=[CH:29][N:28]([C:31]3[CH:36]=[CH:35][CH:34]=[C:33]([C:37]([F:40])([F:39])[F:38])[CH:32]=3)[N:27]=2)=[O:10])[CH:6]=[CH:5][CH:4]=1.[CH3:42][NH:43][CH2:44][CH2:45][O:46][CH2:47][CH2:48][O:49][CH2:50][CH2:51][O:52][CH2:53][CH2:54][C:55]([O:57][C:58]([CH3:61])([CH3:60])[CH3:59])=[O:56].[I-].[K+].C(=O)([O-])[O-].[K+].[K+]. Product: [N:18]1([C:15]2[CH:16]=[CH:17][C:12]([NH:11][C:9]([C:7]3[N:8]=[C:3]([CH2:2][N:43]([CH3:42])[CH2:44][CH2:45][O:46][CH2:47][CH2:48][O:49][CH2:50][CH2:51][O:52][CH2:53][CH2:54][C:55]([O:57][C:58]([CH3:60])([CH3:59])[CH3:61])=[O:56])[CH:4]=[CH:5][CH:6]=3)=[O:10])=[C:13]([C:24](=[O:41])[NH:25][C:26]3[CH:30]=[CH:29][N:28]([C:31]4[CH:36]=[CH:35][CH:34]=[C:33]([C:37]([F:40])([F:39])[F:38])[CH:32]=4)[N:27]=3)[CH:14]=2)[CH2:19][CH2:20][CH2:21][CH2:22][CH2:23]1. The catalyst class is: 35.